From a dataset of Peptide-MHC class II binding affinity with 134,281 pairs from IEDB. Regression. Given a peptide amino acid sequence and an MHC pseudo amino acid sequence, predict their binding affinity value. This is MHC class II binding data. The binding affinity (normalized) is 0.263. The peptide sequence is LVKYVNGDGDVVAVD. The MHC is HLA-DQA10301-DQB10302 with pseudo-sequence HLA-DQA10301-DQB10302.